Dataset: Peptide-MHC class I binding affinity with 185,985 pairs from IEDB/IMGT. Task: Regression. Given a peptide amino acid sequence and an MHC pseudo amino acid sequence, predict their binding affinity value. This is MHC class I binding data. The peptide sequence is SRDSRGKPGY. The MHC is HLA-B07:02 with pseudo-sequence HLA-B07:02. The binding affinity (normalized) is 0.0847.